Task: Binary Classification. Given a miRNA mature sequence and a target amino acid sequence, predict their likelihood of interaction.. Dataset: Experimentally validated miRNA-target interactions with 360,000+ pairs, plus equal number of negative samples (1) The miRNA is hsa-miR-147a with sequence GUGUGUGGAAAUGCUUCUGC. The protein sequence of the target gene is MAGRGWGALWVCVAAATLLHAGGLARADCWLIEGDKGFVWLAICSQNQPPYEAIPQQINSTIVDLRLNENRIRSVQYASLSRFGNLTYLNLTKNEIGYIEDGAFSGQFNLQVLQLGYNRLRNLTEGMLRGLGKLEYLYLQANLIEVVMASSFWECPNIVNIDLSMNRIQQLNSGTFAGLAKLSVCELYSNPFYCSCELLGFLRWLAAFTNATQTYDRMQCESPPVYSGYYLLGQGRRGHRSILSKLQSVCTEDSYAAEVVGPPRPASGRSQPGRSPPPPPPPEPSDMPCADDECFSGDGT.... Result: 1 (interaction). (2) The miRNA is hsa-miR-3126-3p with sequence CAUCUGGCAUCCGUCACACAGA. Result: 0 (no interaction). The protein sequence of the target gene is MACLLETPIRMSVLSEVTASSRHYVDRLFDPDPQKVLQGVIDMKNAVIGNNKQKANLIVLGAVPRLLYLLQQETSSTELKTECAVVLGSLAMGTENNVKSLLDCHIIPALLQGLLSPDLKFIEACLRCLRTIFTSPVTPEELLYTDATVIPHLMALLSRSRYTQEYICQIFSHCCKGPDHQTILFNHGAVQNIAHLLTSLSYKVRMQALKCFSVLAFENPQVSMTLVNVLVDGELLPQIFVKMLQRDKPIEMQLTSAKCLTYMCRAGAIRTDDNCIVLKTLPCLVRMCSKERLLEERVEG.... (3) The miRNA is mmu-miR-880-3p with sequence UACUCCAUCCUCUCUGAGUAGA. The protein sequence of the target gene is MATPLPPPSPRHLRLLRLLLSGLVLGAALRGAAAGHPDVAACPGSLDCALKRRARCPPGAHACGPCLQPFQEDQQGLCVPRMRRPPGGGRPQPRLEDEIDFLAQELARKESGHSTPPLPKDRQRLPEPATLGFSARGQGLELGLPSTPGTPTPTPHTSLGSPVSSDPVHMSPLEPRGGQGDGLALVLILAFCVAGAAALSVASLCWCRLQREIRLTQKADYATAKAPGSPAAPRISPGDQRLAQSAEMYHYQHQRQQMLCLERHKEPPKELDTASSDEENEDGDFTVYECPGLAPTGEME.... Result: 0 (no interaction).